Dataset: Reaction yield outcomes from USPTO patents with 853,638 reactions. Task: Predict the reaction yield, written as a fraction of the theoretical maximum amount of product (1.0 means a 100% yield; for example, 0.34 means a 34% yield). (1) The reactants are [C:1]([O:5][CH2:6][CH2:7][OH:8])([CH3:4])([CH3:3])[CH3:2].N1C=CC=CC=1.[Cl:15][C:16](Cl)([O:18]C(=O)OC(Cl)(Cl)Cl)Cl. The catalyst is CCOCC. The product is [C:16]([Cl:15])(=[O:18])[O:8][CH2:7][CH2:6][O:5][C:1]([CH3:4])([CH3:3])[CH3:2]. The yield is 0.693. (2) The reactants are [Br:1][C:2]1[CH:7]=[CH:6][C:5]([C@H:8]([NH:10]C(=O)C(F)(F)F)[CH3:9])=[CH:4][CH:3]=1.[OH-].[Na+]. The catalyst is CO. The product is [Br:1][C:2]1[CH:7]=[CH:6][C:5]([C@H:8]([NH2:10])[CH3:9])=[CH:4][CH:3]=1. The yield is 0.730. (3) The product is [CH2:1]([C:5]1[O:9][N:8]=[C:7]([C:10]2[O:14][N:13]=[C:12]3[C:15]4[C:20]([CH2:21][CH2:22][C:11]=23)=[CH:19][C:18]([CH:23]=[O:29])=[CH:17][CH:16]=4)[C:6]=1[C:25]([F:27])([F:26])[F:28])[CH:2]([CH3:3])[CH3:4]. The catalyst is ClCCl. The reactants are [CH2:1]([C:5]1[O:9][N:8]=[C:7]([C:10]2[O:14][N:13]=[C:12]3[C:15]4[C:20]([CH2:21][CH2:22][C:11]=23)=[CH:19][C:18]([CH:23]=C)=[CH:17][CH:16]=4)[C:6]=1[C:25]([F:28])([F:27])[F:26])[CH:2]([CH3:4])[CH3:3].[O:29]=[O+][O-].C(N(CC)CC)C. The yield is 0.850. (4) The reactants are [Br:1][C:2]1[C:3](=[O:9])[NH:4][N:5]=[CH:6][C:7]=1Br.[C:10]1([CH:16]2[CH2:21][CH2:20][NH:19][CH2:18][CH2:17]2)[CH:15]=[CH:14][CH:13]=[CH:12][CH:11]=1.CCN(C(C)C)C(C)C. The catalyst is CN(C=O)C. The product is [Br:1][C:2]1[C:3](=[O:9])[NH:4][N:5]=[CH:6][C:7]=1[N:19]1[CH2:20][CH2:21][CH:16]([C:10]2[CH:15]=[CH:14][CH:13]=[CH:12][CH:11]=2)[CH2:17][CH2:18]1. The yield is 0.850. (5) The reactants are C([C:5]1[CH:6]=[C:7]([CH:36]=[C:37]([C:39]([O:41]C)=[O:40])[CH:38]=1)[CH2:8][CH:9]([CH2:13][CH2:14][CH2:15][S:16][C:17]([C:30]1C=CC=CC=1)([C:24]1C=CC=CC=1)[C:18]1C=CC=CC=1)[C:10]([OH:12])=[O:11])(C)(C)C.C([SiH](C(C)C)C(C)C)(C)C.FC(F)(F)C(O)=O. The catalyst is ClCCl. The product is [C:39]([C:37]1[CH:36]=[C:7]([CH2:8][CH:9]([CH2:13][CH2:14][CH2:15][S:16][C:17]([CH3:30])([CH3:24])[CH3:18])[C:10]([OH:12])=[O:11])[CH:6]=[CH:5][CH:38]=1)([OH:41])=[O:40]. The yield is 0.550.